This data is from Full USPTO retrosynthesis dataset with 1.9M reactions from patents (1976-2016). The task is: Predict the reactants needed to synthesize the given product. (1) The reactants are: [NH2:1][C:2]1[CH:3]=[CH:4][C:5]([Cl:8])=[N:6][CH:7]=1.[CH3:9][S:10](Cl)=[O:11]. Given the product [Cl:8][C:5]1[N:6]=[CH:7][C:2]([NH:1][S:10]([CH3:9])=[O:11])=[CH:3][CH:4]=1, predict the reactants needed to synthesize it. (2) Given the product [Br:27][CH2:14][C:11]([C@H:8]1[CH2:7][CH2:6][C@H:5]([C:3]([O:2][CH3:1])=[O:4])[CH2:10][CH2:9]1)=[O:13], predict the reactants needed to synthesize it. The reactants are: [CH3:1][O:2][C:3]([C@H:5]1[CH2:10][CH2:9][C@H:8]([C:11]([OH:13])=O)[CH2:7][CH2:6]1)=[O:4].[C:14](Cl)(=O)C(Cl)=O.C[Si](C=[N+]=[N-])(C)C.[BrH:27].C(=O)(O)[O-].[Na+].